The task is: Regression/Classification. Given a drug SMILES string, predict its toxicity properties. Task type varies by dataset: regression for continuous values (e.g., LD50, hERG inhibition percentage) or binary classification for toxic/non-toxic outcomes (e.g., AMES mutagenicity, cardiotoxicity, hepatotoxicity). Dataset: herg_karim.. This data is from hERG potassium channel inhibition data for cardiac toxicity prediction from Karim et al.. The compound is Clc1ccc(-c2c[nH]c([C@H]3Cc4c([nH]c5ccccc45)[C@@H](C4CCOCC4)N3)n2)cc1. The result is 1 (blocker).